From a dataset of NCI-60 drug combinations with 297,098 pairs across 59 cell lines. Regression. Given two drug SMILES strings and cell line genomic features, predict the synergy score measuring deviation from expected non-interaction effect. Drug 1: CS(=O)(=O)CCNCC1=CC=C(O1)C2=CC3=C(C=C2)N=CN=C3NC4=CC(=C(C=C4)OCC5=CC(=CC=C5)F)Cl. Cell line: SK-OV-3. Synergy scores: CSS=59.1, Synergy_ZIP=24.3, Synergy_Bliss=24.4, Synergy_Loewe=15.7, Synergy_HSA=25.2. Drug 2: CC1C(C(CC(O1)OC2CC(CC3=C2C(=C4C(=C3O)C(=O)C5=CC=CC=C5C4=O)O)(C(=O)C)O)N)O.